Task: Predict the reactants needed to synthesize the given product.. Dataset: Full USPTO retrosynthesis dataset with 1.9M reactions from patents (1976-2016) Given the product [CH2:1]([N:3]1[CH2:7][CH2:6][C@H:5]([CH2:8][C:9]2[CH:14]=[CH:13][CH:12]=[C:11]([F:15])[CH:10]=2)[CH2:4]1)[CH3:2], predict the reactants needed to synthesize it. The reactants are: [CH2:1]([N:3]1[CH2:7][CH2:6][C@@H:5]([CH2:8][C:9]2[CH:14]=[CH:13][CH:12]=[C:11]([F:15])[CH:10]=2)[CH2:4]1)[CH3:2].FC1C=C(C=CC=1)C[C@H]1CCNC1.